This data is from Catalyst prediction with 721,799 reactions and 888 catalyst types from USPTO. The task is: Predict which catalyst facilitates the given reaction. (1) Reactant: C(OC(=O)[NH:7][C@@H:8]([CH:36]([CH3:38])[CH3:37])[C:9]([NH:11][NH:12][C:13](=[O:35])/[CH:14]=[CH:15]\[N:16]1[CH:20]=[N:19][C:18]([C:21]2[CH:26]=[C:25]([C:27]([F:30])([F:29])[F:28])[CH:24]=[C:23]([C:31]([F:34])([F:33])[F:32])[CH:22]=2)=[N:17]1)=[O:10])(C)(C)C.[C:40]([OH:46])([C:42]([F:45])([F:44])[F:43])=[O:41]. Product: [F:43][C:42]([F:45])([F:44])[C:40]([OH:46])=[O:41].[NH2:7][C@@H:8]([CH:36]([CH3:38])[CH3:37])[C:9]([NH:11][NH:12][C:13](=[O:35])/[CH:14]=[CH:15]\[N:16]1[CH:20]=[N:19][C:18]([C:21]2[CH:22]=[C:23]([C:31]([F:33])([F:34])[F:32])[CH:24]=[C:25]([C:27]([F:29])([F:28])[F:30])[CH:26]=2)=[N:17]1)=[O:10]. The catalyst class is: 4. (2) Reactant: C(OC([N:8]1[CH2:13][CH2:12][CH2:11][C@@H:10]([C:14](=[O:37])[NH:15][C:16]2[CH:21]=[C:20]([C:22]3[CH:23]=[N:24][CH:25]=[C:26]([NH:28][CH2:29][CH:30]4[CH2:35][CH2:34][O:33][CH2:32][CH2:31]4)[CH:27]=3)[C:19]([Cl:36])=[CH:18][N:17]=2)[CH2:9]1)=O)(C)(C)C.Cl. Product: [Cl:36][C:19]1[C:20]([C:22]2[CH:23]=[N:24][CH:25]=[C:26]([NH:28][CH2:29][CH:30]3[CH2:35][CH2:34][O:33][CH2:32][CH2:31]3)[CH:27]=2)=[CH:21][C:16]([NH:15][C:14]([C@@H:10]2[CH2:11][CH2:12][CH2:13][NH:8][CH2:9]2)=[O:37])=[N:17][CH:18]=1. The catalyst class is: 71. (3) Reactant: [CH2:1](I)[CH3:2].[OH:4][C:5]1[C:14]2[C:9](=[CH:10][CH:11]=[C:12]([O:15][CH3:16])[N:13]=2)[N:8]=[CH:7][C:6]=1[O:17][CH2:18][CH2:19][N:20]1[CH2:25][CH2:24][CH:23]([NH:26][C:27]([C:29]2[CH:30]=[CH:31][C:32]3[S:37][CH2:36][C:35](=[O:38])[NH:34][C:33]=3[CH:39]=2)=[O:28])[CH2:22][CH2:21]1.C(=O)([O-])[O-].[K+].[K+]. Product: [CH2:1]([O:4][C:5]1[C:14]2[C:9](=[CH:10][CH:11]=[C:12]([O:15][CH3:16])[N:13]=2)[N:8]=[CH:7][C:6]=1[O:17][CH2:18][CH2:19][N:20]1[CH2:21][CH2:22][CH:23]([NH:26][C:27]([C:29]2[CH:30]=[CH:31][C:32]3[S:37][CH2:36][C:35](=[O:38])[NH:34][C:33]=3[CH:39]=2)=[O:28])[CH2:24][CH2:25]1)[CH3:2]. The catalyst class is: 9.